This data is from Reaction yield outcomes from USPTO patents with 853,638 reactions. The task is: Predict the reaction yield, written as a fraction of the theoretical maximum amount of product (1.0 means a 100% yield; for example, 0.34 means a 34% yield). (1) The reactants are [CH3:1][O:2][C:3]1[CH:4]=[C:5]([NH:11][C:12]2[C:17]([C:18]3[NH:19][C:20]([NH:23][C:24]4[CH:29]=[CH:28][CH:27]=[C:26]([NH2:30])[CH:25]=4)=[N:21][N:22]=3)=[CH:16][CH:15]=[CH:14][N:13]=2)[CH:6]=[C:7]([O:9][CH3:10])[CH:8]=1.[O:31]1[C:35]2[CH:36]=[CH:37][C:38]([CH:40]=O)=[CH:39][C:34]=2[O:33][CH2:32]1.C(O[BH-](OC(=O)C)OC(=O)C)(=O)C.[Na+].C(O)(=O)C. The catalyst is ClC(Cl)C. The product is [O:31]1[C:35]2[CH:36]=[CH:37][C:38]([CH2:40][NH:30][C:26]3[CH:27]=[CH:28][CH:29]=[C:24]([NH:23][C:20]4[NH:19][C:18]([C:17]5[C:12]([NH:11][C:5]6[CH:6]=[C:7]([O:9][CH3:10])[CH:8]=[C:3]([O:2][CH3:1])[CH:4]=6)=[N:13][CH:14]=[CH:15][CH:16]=5)=[N:22][N:21]=4)[CH:25]=3)=[CH:39][C:34]=2[O:33][CH2:32]1. The yield is 0.290. (2) The reactants are Cl[CH2:2][CH2:3][CH2:4][CH:5]([C:15]1O[C:17]([C:20]2[CH:25]=[CH:24][C:23]([C:26]3[O:30][C:29]([CH3:31])=[N:28][CH:27]=3)=[C:22]([O:32][CH3:33])[CH:21]=2)=[N:18][N:19]=1)[C:6]1[CH:11]=[C:10]([F:12])[C:9]([F:13])=[C:8]([F:14])[CH:7]=1.C([O-])(=O)C.[NH4+:38]. The catalyst is C(O)(=O)C. The product is [CH3:33][O:32][C:22]1[CH:21]=[C:20]([C:17]2[N:38]=[C:15]3[CH:5]([C:6]4[CH:11]=[C:10]([F:12])[C:9]([F:13])=[C:8]([F:14])[CH:7]=4)[CH2:4][CH2:3][CH2:2][N:19]3[N:18]=2)[CH:25]=[CH:24][C:23]=1[C:26]1[O:30][C:29]([CH3:31])=[N:28][CH:27]=1. The yield is 0.140. (3) The reactants are Br[CH:2]=[C:3]1[C:9]2[CH:10]=[CH:11][CH:12]=[CH:13][C:8]=2[CH2:7][O:6][C:5]2[CH:14]=[C:15]([F:18])[CH:16]=[CH:17][C:4]1=2.[CH:19]([N:22]1[C:26]2[CH:27]=[CH:28][C:29](B(O)O)=[CH:30][C:25]=2[NH:24][C:23]1=[O:34])([CH3:21])[CH3:20].C([O-])([O-])=O.[Na+].[Na+]. The catalyst is C1C=CC([P]([Pd]([P](C2C=CC=CC=2)(C2C=CC=CC=2)C2C=CC=CC=2)([P](C2C=CC=CC=2)(C2C=CC=CC=2)C2C=CC=CC=2)[P](C2C=CC=CC=2)(C2C=CC=CC=2)C2C=CC=CC=2)(C2C=CC=CC=2)C2C=CC=CC=2)=CC=1.O1CCOCC1. The product is [F:18][C:15]1[CH:16]=[CH:17][C:4]2[C:3](=[CH:2][C:29]3[CH:28]=[CH:27][C:26]4[N:22]([CH:19]([CH3:21])[CH3:20])[C:23](=[O:34])[NH:24][C:25]=4[CH:30]=3)[C:9]3[CH:10]=[CH:11][CH:12]=[CH:13][C:8]=3[CH2:7][O:6][C:5]=2[CH:14]=1. The yield is 0.690. (4) The reactants are Br[C:2]1[S:3][C:4]([S:17](=[O:26])(=[O:25])[NH:18][CH2:19][CH2:20][CH2:21][N:22]([CH3:24])[CH3:23])=[CH:5][C:6]=1[C:7]1[S:11][C:10]([NH:12][C:13](=[O:15])[CH3:14])=[N:9][C:8]=1[CH3:16].C([Li])CCC. No catalyst specified. The product is [CH3:24][N:22]([CH3:23])[CH2:21][CH2:20][CH2:19][NH:18][S:17]([C:4]1[S:3][CH:2]=[C:6]([C:7]2[S:11][C:10]([NH:12][C:13](=[O:15])[CH3:14])=[N:9][C:8]=2[CH3:16])[CH:5]=1)(=[O:26])=[O:25]. The yield is 0.680. (5) The reactants are [NH2:1][C:2]1[C:7]([C:8]([C:10]2[C:15]([O:16]C)=[C:14]([O:18][CH3:19])[CH:13]=[C:12]([F:20])[C:11]=2[F:21])=[O:9])=[CH:6][N:5]=[C:4]([NH:22][CH:23]2[CH2:28][CH2:27][N:26]([S:29]([CH3:32])(=[O:31])=[O:30])[CH2:25][CH2:24]2)[N:3]=1.[Cl-].[Al+3].[Cl-].[Cl-]. The catalyst is C(Cl)Cl. The product is [NH2:1][C:2]1[C:7]([C:8]([C:10]2[C:15]([OH:16])=[C:14]([O:18][CH3:19])[CH:13]=[C:12]([F:20])[C:11]=2[F:21])=[O:9])=[CH:6][N:5]=[C:4]([NH:22][CH:23]2[CH2:24][CH2:25][N:26]([S:29]([CH3:32])(=[O:30])=[O:31])[CH2:27][CH2:28]2)[N:3]=1. The yield is 0.520. (6) The reactants are [F:1][C:2]1[CH:17]=[C:16]([CH:18]=O)[CH:15]=[CH:14][C:3]=1[O:4][C:5]1[CH:6]=[CH:7][C:8]([C:11]([NH2:13])=[O:12])=[N:9][CH:10]=1.[CH3:20][C:21]1[CH:29]=[CH:28][CH:27]=[CH:26][C:22]=1[CH2:23][CH2:24][NH2:25]. No catalyst specified. The product is [F:1][C:2]1[CH:17]=[C:16]([CH2:18][NH:25][CH2:24][CH2:23][C:22]2[CH:26]=[CH:27][CH:28]=[CH:29][C:21]=2[CH3:20])[CH:15]=[CH:14][C:3]=1[O:4][C:5]1[CH:6]=[CH:7][C:8]([C:11]([NH2:13])=[O:12])=[N:9][CH:10]=1. The yield is 0.652. (7) The reactants are [Cl:1]N1C(=O)CCC1=O.[Br:9][C:10]1[CH:15]=[CH:14][C:13]([C:16]2[N:17]=[C:18]([NH:21][C@@H:22]([CH2:25][CH3:26])[CH2:23][OH:24])[S:19][CH:20]=2)=[CH:12][CH:11]=1. The catalyst is C(Cl)Cl. The product is [Br:9][C:10]1[CH:11]=[CH:12][C:13]([C:16]2[N:17]=[C:18]([NH:21][C@@H:22]([CH2:25][CH3:26])[CH2:23][OH:24])[S:19][C:20]=2[Cl:1])=[CH:14][CH:15]=1. The yield is 0.640.